Dataset: Catalyst prediction with 721,799 reactions and 888 catalyst types from USPTO. Task: Predict which catalyst facilitates the given reaction. (1) Reactant: [Li]CCCC.Br[C:7]1[CH:12]=[CH:11][C:10]2[O:13][CH2:14][O:15][C:9]=2[CH:8]=1.[CH3:16][S:17]SC.O. Product: [CH3:16][S:17][C:7]1[CH:12]=[CH:11][C:10]2[O:13][CH2:14][O:15][C:9]=2[CH:8]=1. The catalyst class is: 1. (2) Reactant: CS(C)=O.C(Cl)(=O)C(Cl)=O.[C:11]1([CH:17]2[O:22][CH:21]([CH2:23][OH:24])[CH2:20][CH2:19][O:18]2)[CH:16]=[CH:15][CH:14]=[CH:13][CH:12]=1. Product: [C:11]1([CH:17]2[O:22][CH:21]([CH:23]=[O:24])[CH2:20][CH2:19][O:18]2)[CH:12]=[CH:13][CH:14]=[CH:15][CH:16]=1. The catalyst class is: 2.